Dataset: Full USPTO retrosynthesis dataset with 1.9M reactions from patents (1976-2016). Task: Predict the reactants needed to synthesize the given product. (1) Given the product [CH3:14][S:13][C:10]1[CH:11]=[CH:12][C:7]([C:1](=[O:20])[CH2:2][CH3:3])=[N:8][CH:9]=1, predict the reactants needed to synthesize it. The reactants are: [CH2:1]([Li])[CH2:2][CH2:3]C.Br[C:7]1[CH:12]=[CH:11][C:10]([S:13][CH3:14])=[CH:9][N:8]=1.C(#N)CC.Cl.[OH-:20].[Na+]. (2) Given the product [C:1]([C:4]1[CH:5]([C:18]2[CH:23]=[CH:22][C:21]([C:24]#[N:25])=[CH:20][C:19]=2[O:26][CH3:27])[C:6]2[C:13](=[O:15])[NH:30][N:29]=[CH:11][C:7]=2[NH:8][C:9]=1[CH3:10])(=[O:3])[CH3:2], predict the reactants needed to synthesize it. The reactants are: [C:1]([C:4]1[CH:5]([C:18]2[CH:23]=[CH:22][C:21]([C:24]#[N:25])=[CH:20][C:19]=2[O:26][CH3:27])[C:6]([C:13]([O:15]CC)=O)=[C:7]([CH:11]=O)[NH:8][C:9]=1[CH3:10])(=[O:3])[CH3:2].O.[NH2:29][NH2:30]. (3) Given the product [C:32]([O:31][C:30]([NH:29][CH2:28][CH2:27][CH:24]1[CH2:23][CH2:22][N:21]([C:2]2[C:3]3[S:10][C:9]([C:11]([OH:13])=[O:12])=[CH:8][C:4]=3[N:5]=[CH:6][N:7]=2)[CH2:26][CH2:25]1)=[O:36])([CH3:35])([CH3:33])[CH3:34], predict the reactants needed to synthesize it. The reactants are: Cl[C:2]1[C:3]2[S:10][C:9]([C:11]([OH:13])=[O:12])=[CH:8][C:4]=2[N:5]=[CH:6][N:7]=1.C(N(CC)CC)C.[NH:21]1[CH2:26][CH2:25][CH:24]([CH2:27][CH2:28][NH:29][C:30](=[O:36])[O:31][C:32]([CH3:35])([CH3:34])[CH3:33])[CH2:23][CH2:22]1. (4) Given the product [OH:28][CH2:29][CH:30]1[CH2:35][CH2:34][N:33]([CH2:2][CH2:3][CH2:4][O:5][C:6]2[CH:15]=[C:14]3[C:9]([C:10]([NH:16][C:17]4[CH:21]=[C:20]([CH2:22][C:23]([OH:25])=[O:24])[NH:19][N:18]=4)=[N:11][CH:12]=[N:13]3)=[CH:8][C:7]=2[O:26][CH3:27])[CH2:32][CH2:31]1, predict the reactants needed to synthesize it. The reactants are: Cl[CH2:2][CH2:3][CH2:4][O:5][C:6]1[CH:15]=[C:14]2[C:9]([C:10]([NH:16][C:17]3[CH:21]=[C:20]([CH2:22][C:23]([OH:25])=[O:24])[NH:19][N:18]=3)=[N:11][CH:12]=[N:13]2)=[CH:8][C:7]=1[O:26][CH3:27].[OH:28][CH2:29][CH:30]1[CH2:35][CH2:34][NH:33][CH2:32][CH2:31]1.Cl.